Regression/Classification. Given a drug SMILES string, predict its absorption, distribution, metabolism, or excretion properties. Task type varies by dataset: regression for continuous measurements (e.g., permeability, clearance, half-life) or binary classification for categorical outcomes (e.g., BBB penetration, CYP inhibition). Dataset: cyp2c19_veith. From a dataset of CYP2C19 inhibition data for predicting drug metabolism from PubChem BioAssay. (1) The compound is COc1ccc(C[C@@H](N)c2ccc(OC)cc2)cc1. The result is 1 (inhibitor). (2) The drug is CS(=O)(=O)Nc1cccc(-c2ccc3ncnc(Nc4ccc(F)cc4)c3c2)c1. The result is 1 (inhibitor). (3) The drug is COc1cc(CNn2nnnc2N)ccc1OCc1c(Cl)cccc1Cl. The result is 1 (inhibitor). (4) The compound is CC(=O)C1=C(NC(=O)c2ccc(F)cc2)CC2C1C2(C)C. The result is 1 (inhibitor). (5) The drug is CO[C@]1(NC(=O)[C@H](C(=O)[O-])c2ccc(O)cc2)C(=O)N2C(C(=O)[O-])=C(CSc3nnnn3C)CO[C@H]21.[Na+].[Na+]. The result is 0 (non-inhibitor). (6) The molecule is CC(C)CN1CC[C@@]2(CCCN(C(=O)c3cnccn3)C2)C1. The result is 0 (non-inhibitor). (7) The molecule is Cc1ccc2nc(Cc3ccc(N)cc3)[nH]c2c1.Cl. The result is 1 (inhibitor). (8) The compound is Cc1noc(C)c1C(=O)N1CCC[C@@]2(CCN(Cc3ccccc3)C2)C1. The result is 0 (non-inhibitor). (9) The compound is CC[C@H](c1ccccc1)c1cc(C(C)(C)C)cc(C(C)(C)C)c1O. The result is 1 (inhibitor). (10) The drug is O=C(c1cnccn1)N1CCC2(CC1)CN(C(c1ccccc1)c1ccccc1)C2. The result is 0 (non-inhibitor).